This data is from Forward reaction prediction with 1.9M reactions from USPTO patents (1976-2016). The task is: Predict the product of the given reaction. (1) Given the reactants Br[C:2]1[CH:3]=[C:4]2[C:9](=[CH:10][CH:11]=1)[C:8](=[O:12])[NH:7][N:6]=[C:5]2[Cl:13].[S:14]1[CH:18]=[CH:17][CH:16]=[C:15]1[C:19]1[CH:20]=[C:21]([CH:24]=[CH:25][CH:26]=1)[CH2:22][NH2:23].C1C=CC(P(C2C(C3C(P(C4C=CC=CC=4)C4C=CC=CC=4)=CC=C4C=3C=CC=C4)=C3C(C=CC=C3)=CC=2)C2C=CC=CC=2)=CC=1.CC([O-])(C)C.[Na+], predict the reaction product. The product is: [Cl:13][C:5]1[C:4]2[C:9](=[CH:10][CH:11]=[C:2]([NH:23][CH2:22][C:21]3[CH:24]=[CH:25][CH:26]=[C:19]([C:15]4[S:14][CH:18]=[CH:17][CH:16]=4)[CH:20]=3)[CH:3]=2)[C:8](=[O:12])[NH:7][N:6]=1. (2) Given the reactants [F:1][C:2]([F:11])([F:10])[C:3]1[CH:9]=[CH:8][C:6]([NH2:7])=[CH:5][CH:4]=1.[Br:12][C:13]1[CH:14]=[CH:15][C:16]2[N:17]([CH:19]=[C:20]([C:22](OCC)=[O:23])[N:21]=2)[CH:18]=1, predict the reaction product. The product is: [Br:12][C:13]1[CH:14]=[CH:15][C:16]2[N:17]([CH:19]=[C:20]([C:22]([NH:7][C:6]3[CH:8]=[CH:9][C:3]([C:2]([F:10])([F:11])[F:1])=[CH:4][CH:5]=3)=[O:23])[N:21]=2)[CH:18]=1. (3) Given the reactants [C:1](O)(=[O:3])[CH3:2].C(N(CC)CC)C.[NH:12]1[CH2:17][CH2:16][CH:15]([CH2:18][O:19][C:20]2[CH:27]=[CH:26][C:25]([B:28]3[O:32][C:31]([CH3:34])([CH3:33])[C:30]([CH3:36])([CH3:35])[O:29]3)=[CH:24][C:21]=2[C:22]#[N:23])[CH2:14][CH2:13]1, predict the reaction product. The product is: [C:1]([N:12]1[CH2:17][CH2:16][CH:15]([CH2:18][O:19][C:20]2[CH:27]=[CH:26][C:25]([B:28]3[O:32][C:31]([CH3:34])([CH3:33])[C:30]([CH3:36])([CH3:35])[O:29]3)=[CH:24][C:21]=2[C:22]#[N:23])[CH2:14][CH2:13]1)(=[O:3])[CH3:2]. (4) Given the reactants Cl[C:2]1[N:7]=[N:6][C:5]([C:8]([NH:10][CH2:11][CH2:12][CH:13]([CH3:15])[CH3:14])=[O:9])=[CH:4][CH:3]=1.[F:16][C:17]1[CH:29]=[CH:28][C:20]([CH2:21][CH:22]2[CH2:27][CH2:26][NH:25][CH2:24][CH2:23]2)=[CH:19][CH:18]=1, predict the reaction product. The product is: [F:16][C:17]1[CH:18]=[CH:19][C:20]([CH2:21][CH:22]2[CH2:23][CH2:24][N:25]([C:2]3[N:7]=[N:6][C:5]([C:8]([NH:10][CH2:11][CH2:12][CH:13]([CH3:15])[CH3:14])=[O:9])=[CH:4][CH:3]=3)[CH2:26][CH2:27]2)=[CH:28][CH:29]=1. (5) Given the reactants [C@]12(CS(O)(=O)=O)C(C)(C)C(CC1)CC2=O.[C:16]1([C@H:22]([CH:24]2[CH2:29][CH2:28][NH:27][CH2:26][CH2:25]2)[OH:23])[CH:21]=[CH:20][CH:19]=[CH:18][CH:17]=1.CC(C)([O-])C.[K+].[F:36][C:37]1[CH:42]=[CH:41][CH:40]=[C:39](F)[CH:38]=1.[Na+].[Cl-], predict the reaction product. The product is: [F:36][C:37]1[CH:38]=[C:39]([CH:40]=[CH:41][CH:42]=1)[O:23][C@H:22]([C:16]1[CH:17]=[CH:18][CH:19]=[CH:20][CH:21]=1)[CH:24]1[CH2:29][CH2:28][NH:27][CH2:26][CH2:25]1. (6) Given the reactants [C:1]12([C:11](=O)[CH:12](Cl)[C:13]([O:15][CH2:16][CH3:17])=[O:14])[CH2:10][CH:5]3[CH2:6][CH:7]([CH2:9][CH:3]([CH2:4]3)[CH2:2]1)[CH2:8]2.[C:20]([NH2:23])(=[S:22])[CH3:21], predict the reaction product. The product is: [C:1]12([C:11]3[N:23]=[C:20]([CH3:21])[S:22][C:12]=3[C:13]([O:15][CH2:16][CH3:17])=[O:14])[CH2:10][CH:5]3[CH2:6][CH:7]([CH2:9][CH:3]([CH2:4]3)[CH2:2]1)[CH2:8]2. (7) The product is: [CH3:17][O:16][C:14](=[O:15])[CH2:13][N:7]([S:8]([CH3:11])(=[O:10])=[O:9])[C:1]1[CH:2]=[CH:3][CH:4]=[CH:5][CH:6]=1. Given the reactants [C:1]1([NH:7][S:8]([CH3:11])(=[O:10])=[O:9])[CH:6]=[CH:5][CH:4]=[CH:3][CH:2]=1.Br[CH2:13][C:14]([O:16][CH3:17])=[O:15], predict the reaction product. (8) Given the reactants [Si:1]([O:8][C@H:9]1[CH2:18][C:17]([CH3:20])([CH3:19])[CH2:16][C:15]2[N:14]=[C:13]([C:21](=[O:23])[CH3:22])[C:12]3[C@@H:24]([C:32]4[CH:37]=[CH:36][C:35]([C:38]([F:41])([F:40])[F:39])=[CH:34][CH:33]=4)[O:25][C:26]4([CH2:31][CH2:30][O:29][CH2:28][CH2:27]4)[C:11]=3[C:10]1=2)([C:4]([CH3:7])([CH3:6])[CH3:5])([CH3:3])[CH3:2].[CH3:42][Mg]Br, predict the reaction product. The product is: [Si:1]([O:8][C@H:9]1[CH2:18][C:17]([CH3:20])([CH3:19])[CH2:16][C:15]2[N:14]=[C:13]([C:21]([OH:23])([CH3:42])[CH3:22])[C:12]3[C@@H:24]([C:32]4[CH:33]=[CH:34][C:35]([C:38]([F:41])([F:39])[F:40])=[CH:36][CH:37]=4)[O:25][C:26]4([CH2:31][CH2:30][O:29][CH2:28][CH2:27]4)[C:11]=3[C:10]1=2)([C:4]([CH3:5])([CH3:6])[CH3:7])([CH3:3])[CH3:2].